From a dataset of Reaction yield outcomes from USPTO patents with 853,638 reactions. Predict the reaction yield, written as a fraction of the theoretical maximum amount of product (1.0 means a 100% yield; for example, 0.34 means a 34% yield). (1) The reactants are [CH:1]([C:3]1[CH:18]=[CH:17][C:6]([O:7][C:8]2[N:9]=[CH:10][C:11]([C:14]([NH2:16])=[O:15])=[N:12][CH:13]=2)=[C:5]([O:19][CH3:20])[CH:4]=1)=O.[CH3:21][C:22]([CH3:28])([CH3:27])[CH2:23][CH2:24][CH2:25][NH2:26].[BH4-].[Na+]. The catalyst is CO. The product is [CH3:21][C:22]([CH3:28])([CH3:27])[CH2:23][CH2:24][CH2:25][NH:26][CH2:1][C:3]1[CH:18]=[CH:17][C:6]([O:7][C:8]2[N:9]=[CH:10][C:11]([C:14]([NH2:16])=[O:15])=[N:12][CH:13]=2)=[C:5]([O:19][CH3:20])[CH:4]=1. The yield is 0.373. (2) The reactants are Br[C:2]1[CH:3]=[C:4]([C:8]2([C:19]3[CH:24]=[CH:23][N:22]=[C:21]([CH3:25])[CH:20]=3)[C:16]3[C:11](=[N:12][CH:13]=[C:14]([Cl:17])[CH:15]=3)[C:10]([NH2:18])=[N:9]2)[CH:5]=[CH:6][CH:7]=1.[N:26]1[CH:31]=[C:30](B(O)O)[CH:29]=[N:28][CH:27]=1. No catalyst specified. The product is [Cl:17][C:14]1[CH:15]=[C:16]2[C:8]([C:19]3[CH:24]=[CH:23][N:22]=[C:21]([CH3:25])[CH:20]=3)([C:4]3[CH:5]=[CH:6][CH:7]=[C:2]([C:30]4[CH:31]=[N:26][CH:27]=[N:28][CH:29]=4)[CH:3]=3)[N:9]=[C:10]([NH2:18])[C:11]2=[N:12][CH:13]=1. The yield is 0.0800. (3) The reactants are C([O:4][CH:5]([C:8]1[C:13]2[N:14]3[CH2:20][CH2:19][CH2:18][N:17]([C:21]4[CH:26]=[CH:25][C:24]([Cl:27])=[CH:23][C:22]=4[Cl:28])[C:15]3=[N:16][C:12]=2[C:11]([Cl:29])=[CH:10][CH:9]=1)[CH2:6][CH3:7])(=O)C.C(=O)([O-])[O-].[K+].[K+]. The catalyst is CO. The product is [Cl:29][C:11]1[C:12]2[N:16]=[C:15]3[N:17]([C:21]4[CH:26]=[CH:25][C:24]([Cl:27])=[CH:23][C:22]=4[Cl:28])[CH2:18][CH2:19][CH2:20][N:14]3[C:13]=2[C:8]([CH:5]([OH:4])[CH2:6][CH3:7])=[CH:9][CH:10]=1. The yield is 0.710.